This data is from Full USPTO retrosynthesis dataset with 1.9M reactions from patents (1976-2016). The task is: Predict the reactants needed to synthesize the given product. (1) Given the product [Cl:13][CH:7]([CH2:8][C:9]([F:12])([F:11])[F:10])[CH2:6][OH:5], predict the reactants needed to synthesize it. The reactants are: C([O:5][CH2:6][CH:7]([Cl:13])[CH2:8][C:9]([F:12])([F:11])[F:10])(=O)CC.CO.S(=O)(=O)(O)O. (2) Given the product [Br:24][CH2:25][CH2:26][O:11][C:5]1[CH:4]=[CH:3][C:2]([F:1])=[CH:7][C:6]=1[C:8](=[O:10])[CH3:9], predict the reactants needed to synthesize it. The reactants are: [F:1][C:2]1[CH:3]=[CH:4][C:5]([OH:11])=[C:6]([C:8](=[O:10])[CH3:9])[CH:7]=1.C(=O)([O-])[O-].[K+].[K+].CC(=O)CC.O.[Br:24][CH2:25][CH2:26]Br. (3) Given the product [C:19]([C:9]1[C@@H:10]([C:11]2[CH:16]=[CH:15][C:14]([C:17]#[N:18])=[CH:13][CH:12]=2)[N:5]2[N:4]=[C:3]([NH:2][C:41](=[O:42])[C:40]([CH3:45])([CH3:44])[CH3:39])[N:32]=[C:6]2[N:7]([C:22]2[CH:27]=[CH:26][CH:25]=[C:24]([C:28]([F:29])([F:31])[F:30])[CH:23]=2)[C:8]=1[CH3:21])#[N:20], predict the reactants needed to synthesize it. The reactants are: Cl.[NH2:2][C:3]1[N:32]=[C:6]2[N:7]([C:22]3[CH:27]=[CH:26][CH:25]=[C:24]([C:28]([F:31])([F:30])[F:29])[CH:23]=3)[C:8]([CH3:21])=[C:9]([C:19]#[N:20])[C@@H:10]([C:11]3[CH:16]=[CH:15][C:14]([C:17]#[N:18])=[CH:13][CH:12]=3)[N:5]2[N:4]=1.N1C=CC=CC=1.[CH3:39][C:40]([CH3:45])([CH3:44])[C:41](Cl)=[O:42].